Dataset: Reaction yield outcomes from USPTO patents with 853,638 reactions. Task: Predict the reaction yield, written as a fraction of the theoretical maximum amount of product (1.0 means a 100% yield; for example, 0.34 means a 34% yield). (1) The reactants are [C:1]([O:5][C:6]([N:8]1[CH2:13][CH2:12][C:11](=O)[C:10]([F:16])([F:15])[CH2:9]1)=[O:7])([CH3:4])([CH3:3])[CH3:2].[CH2:17]([NH2:24])[C:18]1[CH:23]=[CH:22][CH:21]=[CH:20][CH:19]=1.C(O[BH-](OC(=O)C)OC(=O)C)(=O)C.[Na+].[C@H](O)(C([O-])=O)[C@@H](O)C([O-])=O.[Na+].[K+]. The catalyst is ClCCl. The product is [C:1]([O:5][C:6]([N:8]1[CH2:13][CH2:12][CH:11]([NH:24][CH2:17][C:18]2[CH:23]=[CH:22][CH:21]=[CH:20][CH:19]=2)[C:10]([F:16])([F:15])[CH2:9]1)=[O:7])([CH3:4])([CH3:3])[CH3:2]. The yield is 0.320. (2) The reactants are Cl.[Cl:2][C:3]1[CH:4]=[C:5]([CH2:9][CH2:10][NH2:11])[CH:6]=[CH:7][CH:8]=1.[CH3:12]CN(CC)CC.Cl[C:20]([O:22][CH3:23])=[O:21]. The catalyst is C(Cl)Cl. The product is [CH3:23][O:22][C:20](=[O:21])[NH:11][CH2:10][CH:9]([C:5]1[CH:6]=[CH:7][CH:8]=[C:3]([Cl:2])[CH:4]=1)[CH3:12]. The yield is 0.800.